Dataset: Full USPTO retrosynthesis dataset with 1.9M reactions from patents (1976-2016). Task: Predict the reactants needed to synthesize the given product. (1) Given the product [CH2:59]([O:61][C:62](=[O:76])[C:63]1[CH:68]=[C:67]([C:69]([F:72])([F:71])[F:70])[C:87]([CH:88]([OH:91])[CH2:89][OH:22])=[CH:65][C:64]=1[NH2:75])[CH3:60], predict the reactants needed to synthesize it. The reactants are: CC[C@H]1[C@H]2C[C@H]([C@H](OC3C4C(=CC=CC=4)C(O[C@H](C4C=CN=C5C=4C=C(OC)C=C5)[C@@H]4N5C[C@H](CC)[C@@H](CC5)C4)=NN=3)C3C=CN=C4C=3C=C([O:22]C)C=C4)N(CC2)C1.[CH2:59]([O:61][C:62](=[O:76])[C:63]1[CH:68]=[C:67]([C:69]([F:72])([F:71])[F:70])C(C=C)=[CH:65][C:64]=1[NH2:75])[CH3:60].N([O-])=O.[Na+].C(OCC)(=O)C.[CH3:87][C:88]([OH:91])(C)[CH3:89].O. (2) Given the product [F:1][C:2]1[CH:3]=[C:4]2[C:8](=[CH:9][CH:10]=1)[NH:7][C:6](=[O:11])[C:5]2=[C:12]1[C:20]2[C:15](=[N:16][C:17]([CH2:21][CH2:22][O:23][CH3:24])=[CH:18][CH:19]=2)[CH2:14][O:13]1, predict the reactants needed to synthesize it. The reactants are: [F:1][C:2]1[CH:3]=[C:4]2[C:8](=[CH:9][CH:10]=1)[NH:7][C:6](=[O:11])[C:5]2=[C:12]1[C:20]2[C:15](=[N:16][C:17]([CH:21]=[CH:22][O:23][CH3:24])=[CH:18][CH:19]=2)[CH2:14][O:13]1. (3) Given the product [CH3:1][O:2][C:3]([C:4]1[N:20]=[C:19]([CH:16]2[CH2:18][CH2:17]2)[S:21][C:5]=1[C:6]1[CH:11]=[CH:10][C:9]([CH3:12])=[CH:8][CH:7]=1)=[O:15], predict the reactants needed to synthesize it. The reactants are: [CH3:1][O:2][C:3](=[O:15])[C:4](=O)[CH:5](Cl)[C:6]1[CH:11]=[CH:10][C:9]([CH3:12])=[CH:8][CH:7]=1.[CH:16]1([C:19](=[S:21])[NH2:20])[CH2:18][CH2:17]1. (4) Given the product [NH2:1][C:2]1[C:3]([C:29]([NH2:34])=[O:31])=[N:4][C:5]([C:13]2[CH:18]=[CH:17][CH:16]=[C:15]([C:19]#[C:20][C@:21]3([OH:28])[CH2:25][CH2:24][N:23]([CH3:26])[C:22]3=[O:27])[CH:14]=2)=[N:6][C:7]=1[N:8]1[CH:12]=[CH:11][CH:10]=[N:9]1, predict the reactants needed to synthesize it. The reactants are: [NH2:1][C:2]1[C:3]([C:29]([O:31]CC)=O)=[N:4][C:5]([C:13]2[CH:18]=[CH:17][CH:16]=[C:15]([C:19]#[C:20][C@:21]3([OH:28])[CH2:25][CH2:24][N:23]([CH3:26])[C:22]3=[O:27])[CH:14]=2)=[N:6][C:7]=1[N:8]1[CH:12]=[CH:11][CH:10]=[N:9]1.[NH3:34].